This data is from TCR-epitope binding with 47,182 pairs between 192 epitopes and 23,139 TCRs. The task is: Binary Classification. Given a T-cell receptor sequence (or CDR3 region) and an epitope sequence, predict whether binding occurs between them. (1) The TCR CDR3 sequence is CASALRGANVLTF. Result: 0 (the TCR does not bind to the epitope). The epitope is HPVGEADYFEY. (2) The epitope is YIFFASFYY. The TCR CDR3 sequence is CSVFGTKTNTGELFF. Result: 1 (the TCR binds to the epitope). (3) The TCR CDR3 sequence is CASSYPGEQFF. Result: 1 (the TCR binds to the epitope). The epitope is RQLLFVVEV. (4) The epitope is SSTFNVPMEKLK. The TCR CDR3 sequence is CASTFVGTSETQYF. Result: 1 (the TCR binds to the epitope). (5) The epitope is KLGGALQAK. The TCR CDR3 sequence is CASSLGGTKGLGDQETQYF. Result: 0 (the TCR does not bind to the epitope).